This data is from Full USPTO retrosynthesis dataset with 1.9M reactions from patents (1976-2016). The task is: Predict the reactants needed to synthesize the given product. (1) Given the product [Cl:14][C:4]1[CH:3]=[C:2]([C:15]#[N:16])[C:7]([CH3:8])=[CH:6][C:5]=1[CH2:9][C:10]([O:12][CH3:13])=[O:11], predict the reactants needed to synthesize it. The reactants are: Br[C:2]1[C:7]([CH3:8])=[CH:6][C:5]([CH2:9][C:10]([O:12][CH3:13])=[O:11])=[C:4]([Cl:14])[CH:3]=1.[CH3:15][N:16](C=O)C. (2) The reactants are: [OH:1][C:2]1[CH:7]=[C:6]([OH:8])[CH:5]=[CH:4][C:3]=1[C:9](=[O:22])[CH2:10][C:11]1[CH:21]=[CH:20][C:14]([C:15]([O:17]CC)=[O:16])=[CH:13][CH:12]=1.Cl. Given the product [OH:1][C:2]1[CH:7]=[C:6]([OH:8])[CH:5]=[CH:4][C:3]=1[C:9](=[O:22])[CH2:10][C:11]1[CH:21]=[CH:20][C:14]([C:15]([OH:17])=[O:16])=[CH:13][CH:12]=1, predict the reactants needed to synthesize it.